From a dataset of Catalyst prediction with 721,799 reactions and 888 catalyst types from USPTO. Predict which catalyst facilitates the given reaction. (1) Product: [C:33]([O:37][C:38]([N:40]([C:45]1[CH:53]=[CH:52][C:48]([C:49]([O:14][CH2:13][CH2:12][C:11]([O:10][C@H:9]([C:16]2[CH:21]=[CH:20][C:19]([O:22][CH:23]([F:25])[F:24])=[C:18]([O:26][CH2:27][CH:28]3[CH2:30][CH2:29]3)[CH:17]=2)[CH2:8][C:7]2[C:2]([Cl:1])=[CH:3][N+:4]([O-:32])=[CH:5][C:6]=2[Cl:31])=[O:15])=[O:50])=[CH:47][C:46]=1[O:54][CH2:55][CH:56]1[CH2:57][CH2:58]1)[S:41]([CH3:44])(=[O:43])=[O:42])=[O:39])([CH3:36])([CH3:34])[CH3:35]. The catalyst class is: 64. Reactant: [Cl:1][C:2]1[CH:3]=[N+:4]([O-:32])[CH:5]=[C:6]([Cl:31])[C:7]=1[CH2:8][C@@H:9]([C:16]1[CH:21]=[CH:20][C:19]([O:22][CH:23]([F:25])[F:24])=[C:18]([O:26][CH2:27][CH:28]2[CH2:30][CH2:29]2)[CH:17]=1)[O:10][C:11](=[O:15])[CH2:12][CH2:13][OH:14].[C:33]([O:37][C:38]([N:40]([C:45]1[CH:53]=[CH:52][C:48]([C:49](O)=[O:50])=[CH:47][C:46]=1[O:54][CH2:55][CH:56]1[CH2:58][CH2:57]1)[S:41]([CH3:44])(=[O:43])=[O:42])=[O:39])([CH3:36])([CH3:35])[CH3:34].C(Cl)CCl. (2) Reactant: [O-]S([O-])(=O)=O.[Mg+2].O=[C:8]1[CH2:13][CH2:12][O:11][CH2:10][CH2:9]1.CC(C)(O)[C:16]#[N:17].[NH:20]1[CH2:25][CH2:24][O:23][CH2:22][CH2:21]1. Product: [O:23]1[CH2:24][CH2:25][N:20]([C:8]2([C:16]#[N:17])[CH2:13][CH2:12][O:11][CH2:10][CH2:9]2)[CH2:21][CH2:22]1. The catalyst class is: 44. (3) Reactant: Br[C:2]1[CH:7]=[CH:6][N:5]=[C:4]([NH:8][C:9](=[O:12])[CH2:10][CH3:11])[CH:3]=1.[B:13]1([B:13]2[O:17][C:16]([CH3:19])([CH3:18])[C:15]([CH3:21])([CH3:20])[O:14]2)[O:17][C:16]([CH3:19])([CH3:18])[C:15]([CH3:21])([CH3:20])[O:14]1.C([O-])(=O)C.[K+]. The catalyst class is: 75. Product: [CH3:20][C:15]1([CH3:21])[C:16]([CH3:19])([CH3:18])[O:17][B:13]([C:2]2[CH:7]=[CH:6][N:5]=[C:4]([NH:8][C:9](=[O:12])[CH2:10][CH3:11])[CH:3]=2)[O:14]1. (4) Reactant: [CH3:1][N:2]([CH3:11])[C:3]1[CH:8]=[CH:7][CH:6]=[CH:5][C:4]=1[CH2:9][OH:10].CC(OI1(OC(C)=O)(OC(C)=O)OC(=O)C2C=CC=CC1=2)=O.C([O-])(O)=O.[Na+]. Product: [CH3:1][N:2]([CH3:11])[C:3]1[CH:8]=[CH:7][CH:6]=[CH:5][C:4]=1[CH:9]=[O:10]. The catalyst class is: 2. (5) Reactant: Cl[C:2]1[CH:7]=[C:6]([C:8]2[CH:13]=[CH:12][CH:11]=[C:10]([Cl:14])[C:9]=2[CH3:15])[N:5]=[C:4]([NH2:16])[N:3]=1.[NH2:17][CH2:18][CH2:19][C:20]1[CH:25]=[CH:24][C:23]([S:26]([NH2:29])(=[O:28])=[O:27])=[CH:22][CH:21]=1.CCN(C(C)C)C(C)C. Product: [NH2:16][C:4]1[N:3]=[C:2]([NH:17][CH2:18][CH2:19][C:20]2[CH:21]=[CH:22][C:23]([S:26]([NH2:29])(=[O:27])=[O:28])=[CH:24][CH:25]=2)[CH:7]=[C:6]([C:8]2[CH:13]=[CH:12][CH:11]=[C:10]([Cl:14])[C:9]=2[CH3:15])[N:5]=1. The catalyst class is: 51. (6) Reactant: [Mg].[CH2:2]([C:7]1[CH:12]=[CH:11][C:10](Br)=[CH:9][CH:8]=1)[CH2:3][CH2:4][CH2:5][CH3:6].[CH2:14]([O:21][C:22]1[CH:27]=[CH:26][C:25](Br)=[CH:24][CH:23]=1)[C:15]1[CH:20]=[CH:19][CH:18]=[CH:17][CH:16]=1. Product: [CH2:2]([C:7]1[CH:12]=[CH:11][C:10]([C:25]2[CH:26]=[CH:27][C:22]([O:21][CH2:14][C:15]3[CH:20]=[CH:19][CH:18]=[CH:17][CH:16]=3)=[CH:23][CH:24]=2)=[CH:9][CH:8]=1)[CH2:3][CH2:4][CH2:5][CH3:6]. The catalyst class is: 7.